Dataset: Retrosynthesis with 50K atom-mapped reactions and 10 reaction types from USPTO. Task: Predict the reactants needed to synthesize the given product. Given the product COc1ccc(Br)cc1C(=O)COC(C)=O, predict the reactants needed to synthesize it. The reactants are: CC(=O)[O-].COc1ccc(Br)cc1C(=O)CBr.